Dataset: Peptide-MHC class I binding affinity with 185,985 pairs from IEDB/IMGT. Task: Regression. Given a peptide amino acid sequence and an MHC pseudo amino acid sequence, predict their binding affinity value. This is MHC class I binding data. (1) The peptide sequence is DRFFKTLRA. The MHC is HLA-B15:01 with pseudo-sequence HLA-B15:01. The binding affinity (normalized) is 0.179. (2) The peptide sequence is GRGGNYPVQQ. The MHC is HLA-B27:05 with pseudo-sequence HLA-B27:05. The binding affinity (normalized) is 0.0216. (3) The peptide sequence is RLLEVMDSL. The MHC is HLA-A02:01 with pseudo-sequence HLA-A02:01. The binding affinity (normalized) is 0.541. (4) The peptide sequence is FSCGLSLQDY. The binding affinity (normalized) is 0.364. The MHC is HLA-A03:01 with pseudo-sequence HLA-A03:01. (5) The peptide sequence is FSAGAGVLDK. The MHC is HLA-A31:01 with pseudo-sequence HLA-A31:01. The binding affinity (normalized) is 0.413. (6) The peptide sequence is RLMTGDTYTA. The MHC is HLA-A02:01 with pseudo-sequence HLA-A02:01. The binding affinity (normalized) is 0.544. (7) The peptide sequence is VQIPEKKCF. The MHC is HLA-B58:01 with pseudo-sequence HLA-B58:01. The binding affinity (normalized) is 0.0847. (8) The peptide sequence is LLSCIRNASK. The MHC is HLA-A11:01 with pseudo-sequence HLA-A11:01. The binding affinity (normalized) is 0.688. (9) The peptide sequence is YHSNVKEL. The MHC is HLA-B35:03 with pseudo-sequence YYATYRNIFTNTYESNLYIRYDFYTWAVLAYLWY. The binding affinity (normalized) is 0.